Dataset: Cav3 T-type calcium channel HTS with 100,875 compounds. Task: Binary Classification. Given a drug SMILES string, predict its activity (active/inactive) in a high-throughput screening assay against a specified biological target. The compound is Brc1cc2n(c(c(C(=O)N3CCN(CC3)C)c2cc1OC)C)C. The result is 0 (inactive).